Task: Predict the reaction yield, written as a fraction of the theoretical maximum amount of product (1.0 means a 100% yield; for example, 0.34 means a 34% yield).. Dataset: Reaction yield outcomes from USPTO patents with 853,638 reactions (1) The reactants are [Br:1][C:2]1[C:3]([CH3:9])=[C:4]([CH:6]=[CH:7][CH:8]=1)[NH2:5].[F:10][C:11]1[CH:12]=[C:13]2[C:17](=[CH:18][CH:19]=1)[C:16](=[O:20])[O:15][C:14]2=O. The catalyst is C(O)(=O)C. The product is [Br:1][C:2]1[C:3]([CH3:9])=[C:4]([N:5]2[C:14](=[O:15])[C:13]3[C:17](=[CH:18][CH:19]=[C:11]([F:10])[CH:12]=3)[C:16]2=[O:20])[CH:6]=[CH:7][CH:8]=1. The yield is 0.590. (2) The reactants are [CH:1]1([NH2:4])[CH2:3][CH2:2]1.Br[CH2:6][CH2:7][O:8][C:9]1[CH:14]=[CH:13][C:12]([C:15]2[CH:20]=[CH:19][CH:18]=[CH:17][CH:16]=2)=[CH:11][CH:10]=1. The catalyst is O1CCCC1. The product is [C:12]1([C:15]2[CH:16]=[CH:17][CH:18]=[CH:19][CH:20]=2)[CH:11]=[CH:10][C:9]([O:8][CH2:7][CH2:6][NH:4][CH:1]2[CH2:3][CH2:2]2)=[CH:14][CH:13]=1. The yield is 0.960. (3) The reactants are [H-].[Na+].[CH2:3]1[C:16]2[C:15]3[CH:14]=[CH:13][CH:12]=[CH:11][C:10]=3[NH:9][C:8]=2[CH2:7][CH2:6][N:5]([C:17]([O:19][C:20]([CH3:23])([CH3:22])[CH3:21])=[O:18])[CH2:4]1.[C:24]1(=[O:28])[O:27][CH2:26][CH2:25]1.C([O-])([O-])=O.[K+].[K+]. The catalyst is CN(C=O)C.O. The product is [C:20]([O:19][C:17]([N:5]1[CH2:4][CH2:3][C:16]2[C:15]3[CH:14]=[CH:13][CH:12]=[CH:11][C:10]=3[N:9]([CH2:26][CH2:25][C:24]([OH:28])=[O:27])[C:8]=2[CH2:7][CH2:6]1)=[O:18])([CH3:23])([CH3:22])[CH3:21]. The yield is 0.630. (4) The reactants are [N:1]1[CH:2]=[CH:3][N:4]2[CH:9]=[CH:8][N:7]=[CH:6][C:5]=12. The catalyst is COCCO.[Pt](=O)=O. The product is [N:1]1[CH:2]=[CH:3][N:4]2[CH2:9][CH2:8][NH:7][CH2:6][C:5]=12. The yield is 0.387. (5) The reactants are [CH3:1][O:2][CH2:3][CH2:4][NH2:5].[Br:6][CH2:7][C:8](Br)=[O:9]. The catalyst is ClCCl. The product is [Br:6][CH2:7][C:8]([NH:5][CH2:4][CH2:3][O:2][CH3:1])=[O:9]. The yield is 0.750. (6) The reactants are [C:1]([O:20][CH3:21])(=[O:19])[CH2:2][CH2:3][CH2:4][CH2:5][CH2:6][CH2:7][CH2:8][CH2:9][CH2:10][CH2:11][CH2:12][CH2:13][CH2:14][CH2:15][C:16]([O-:18])=[O:17].F[B-](F)(F)F.[C:27]1(=[O:41])[N:31](OC(N(C)C)=[N+](C)C)[C:30](=[O:40])[CH2:29][CH2:28]1.C(N(CC)C(C)C)(C)C. The catalyst is C1COCC1. The product is [C:1]([O:20][CH3:21])(=[O:19])[CH2:2][CH2:3][CH2:4][CH2:5][CH2:6][CH2:7][CH2:8][CH2:9][CH2:10][CH2:11][CH2:12][CH2:13][CH2:14][CH2:15][C:16]([O:18][N:31]1[C:27](=[O:41])[CH2:28][CH2:29][C:30]1=[O:40])=[O:17]. The yield is 0.960. (7) The reactants are [OH:1][C:2]1[CH:10]=[C:9]2[C:5]([CH2:6][CH2:7][CH2:8]2)=[CH:4][C:3]=1[C:11]1([CH2:27]O)[C:19]2[C:14](=[CH:15][CH:16]=[CH:17][CH:18]=2)[N:13]([CH2:20][C:21]([O:23][CH2:24][CH3:25])=[O:22])[C:12]1=[O:26].C1(P(C2C=CC=CC=2)C2C=CC=CC=2)C=CC=CC=1.N(C(OCC)=O)=NC(OCC)=O. The catalyst is C1COCC1. The product is [O:26]=[C:12]1[C:11]2([CH2:27][O:1][C:2]3[CH:10]=[C:9]4[C:5](=[CH:4][C:3]2=3)[CH2:6][CH2:7][CH2:8]4)[C:19]2[C:14](=[CH:15][CH:16]=[CH:17][CH:18]=2)[N:13]1[CH2:20][C:21]([O:23][CH2:24][CH3:25])=[O:22]. The yield is 0.160.